From a dataset of Reaction yield outcomes from USPTO patents with 853,638 reactions. Predict the reaction yield, written as a fraction of the theoretical maximum amount of product (1.0 means a 100% yield; for example, 0.34 means a 34% yield). (1) The reactants are ClCCl.[NH2:4][C:5]1[CH:13]=[C:12]([F:14])[CH:11]=[CH:10][C:6]=1[C:7]([OH:9])=[O:8].C(=O)([O-])O.[Na+].[I:20](Cl)(=O)=O.I(Cl)(=O)=O.C([N+](C)(C)C)C1C=CC=CC=1. The catalyst is CO. The product is [NH2:4][C:5]1[CH:13]=[C:12]([F:14])[C:11]([I:20])=[CH:10][C:6]=1[C:7]([OH:9])=[O:8]. The yield is 0.770. (2) The reactants are CC(C)(C)C[OH:4].[Cl:7][C:8]1[CH:13]=[CH:12][C:11]([Cl:14])=[CH:10][C:9]=1[S:15](Cl)(=[O:17])=[O:16].C(OCC)(=O)C.Cl. The catalyst is N1C=CC=CC=1. The product is [Cl:7][C:8]1[CH:13]=[CH:12][C:11]([Cl:14])=[CH:10][C:9]=1[S:15]([OH:17])(=[O:4])=[O:16]. The yield is 0.821. (3) The reactants are [H-].[Na+].[Cl:3][C:4]1[CH:5]=[C:6]2[C:10](=[CH:11][CH:12]=1)[NH:9][C:8]([C:13]1[CH:18]=[CH:17][C:16]([Cl:19])=[CH:15][CH:14]=1)=[C:7]2[CH2:20][CH2:21][C:22]([OH:24])=[O:23].I[CH3:26].O. The catalyst is CN(C)C=O. The product is [Cl:3][C:4]1[CH:5]=[C:6]2[C:10](=[CH:11][CH:12]=1)[N:9]([CH3:26])[C:8]([C:13]1[CH:14]=[CH:15][C:16]([Cl:19])=[CH:17][CH:18]=1)=[C:7]2[CH2:20][CH2:21][C:22]([OH:24])=[O:23]. The yield is 0.720. (4) The reactants are Cl[C:2]1[N:7]=[N:6][C:5]([NH2:8])=[N:4][C:3]=1[C:9]1[CH:14]=[CH:13][CH:12]=[CH:11][CH:10]=1.C([O-])([O-])=O.[K+].[K+].Cl.[F:22][C:23]1([F:29])[CH2:28][CH2:27][NH:26][CH2:25][CH2:24]1. No catalyst specified. The product is [F:22][C:23]1([F:29])[CH2:28][CH2:27][N:26]([C:2]2[N:7]=[N:6][C:5]([NH2:8])=[N:4][C:3]=2[C:9]2[CH:14]=[CH:13][CH:12]=[CH:11][CH:10]=2)[CH2:25][CH2:24]1. The yield is 0.140. (5) The reactants are [CH3:1][O:2][C:3]1[CH:18]=[CH:17][C:6](/[CH:7]=[N:8]/[NH:9][C:10]([O:12][C:13]([CH3:16])([CH3:15])[CH3:14])=[O:11])=[CH:5][CH:4]=1.[H][H]. The catalyst is [Pd].CC(=O)OCC.O1CCCC1. The product is [CH3:1][O:2][C:3]1[CH:4]=[CH:5][C:6]([CH2:7][NH:8][NH:9][C:10]([O:12][C:13]([CH3:14])([CH3:16])[CH3:15])=[O:11])=[CH:17][CH:18]=1. The yield is 0.860. (6) The reactants are CC(OI1(OC(C)=O)(OC(C)=O)OC(=O)C2C1=CC=CC=2)=O.[OH:23][CH:24]([C:30]1[CH:35]=[CH:34][C:33]([N:36]2[CH:40]([O:41][CH2:42][C:43]3[S:47][C:46]([C:48]([O:50][CH3:51])=[O:49])=[CH:45][CH:44]=3)[CH2:39][CH2:38][S:37]2(=[O:53])=[O:52])=[CH:32][CH:31]=1)[CH2:25][CH2:26][CH2:27][CH2:28][CH3:29]. The catalyst is C(Cl)Cl. The product is [C:24]([C:30]1[CH:31]=[CH:32][C:33]([N:36]2[CH:40]([O:41][CH2:42][C:43]3[S:47][C:46]([C:48]([O:50][CH3:51])=[O:49])=[CH:45][CH:44]=3)[CH2:39][CH2:38][S:37]2(=[O:53])=[O:52])=[CH:34][CH:35]=1)(=[O:23])[CH2:25][CH2:26][CH2:27][CH2:28][CH3:29]. The yield is 0.980.